From a dataset of Reaction yield outcomes from USPTO patents with 853,638 reactions. Predict the reaction yield, written as a fraction of the theoretical maximum amount of product (1.0 means a 100% yield; for example, 0.34 means a 34% yield). (1) The reactants are CCN(C(C)C)C(C)C.[OH:10][C:11]1[CH:12]=[C:13]2[C:18](=[CH:19][CH:20]=1)[O:17][C:16](=[O:21])[C:15]([C:22]([OH:24])=O)=[CH:14]2.CN(C(ON1N=NC2C=CC=NC1=2)=[N+](C)C)C.F[P-](F)(F)(F)(F)F.[N:49]1[C:50]([C:58]2[CH:59]=[C:60]([NH2:64])[CH:61]=[CH:62][CH:63]=2)=[CH:51][N:52]2[CH:57]=[CH:56][CH:55]=[CH:54][C:53]=12. The product is [N:49]1[C:50]([C:58]2[CH:59]=[C:60]([NH:64][C:22]([C:15]3[C:16](=[O:21])[O:17][C:18]4[C:13]([CH:14]=3)=[CH:12][C:11]([OH:10])=[CH:20][CH:19]=4)=[O:24])[CH:61]=[CH:62][CH:63]=2)=[CH:51][N:52]2[CH:57]=[CH:56][CH:55]=[CH:54][C:53]=12. The catalyst is CN(C=O)C. The yield is 0.850. (2) The reactants are [CH3:1][O:2][C:3]1[CH:26]=[CH:25][C:6]2[N:7]([CH2:16][C:17]3[CH:22]=[CH:21][C:20]([O:23][CH3:24])=[CH:19][CH:18]=3)[C:8](=[O:15])[C:9]3[CH2:10][CH2:11][CH2:12][NH:13][C:14]=3[C:5]=2[CH:4]=1.[H-].[Na+].Br[CH2:30][CH2:31][CH3:32].O. The catalyst is CN(C)C=O. The product is [CH3:1][O:2][C:3]1[CH:26]=[CH:25][C:6]2[N:7]([CH2:16][C:17]3[CH:22]=[CH:21][C:20]([O:23][CH3:24])=[CH:19][CH:18]=3)[C:8](=[O:15])[C:9]3[CH2:10][CH2:11][CH2:12][N:13]([CH2:30][CH2:31][CH3:32])[C:14]=3[C:5]=2[CH:4]=1. The yield is 0.500. (3) The catalyst is C1COCC1. The reactants are [C:1]([CH2:3][C:4]1[CH:5]=[C:6]([C:10](O)=[O:11])[S:7][C:8]=1[CH3:9])#[N:2]. The product is [OH:11][CH2:10][C:6]1[S:7][C:8]([CH3:9])=[C:4]([CH2:3][C:1]#[N:2])[CH:5]=1. The yield is 0.414. (4) The product is [CH3:1][O:2][C:3](=[O:23])[CH2:4][CH2:5][CH2:6][CH2:7][C:8]1[O:22][C:11]([C:13]2[CH:18]=[C:17]([Cl:19])[CH:16]=[CH:15][C:14]=2[O:20][CH3:21])=[CH:10][N:9]=1. The reactants are [CH3:1][O:2][C:3](=[O:23])[CH2:4][CH2:5][CH2:6][CH2:7][C:8](=[O:22])[NH:9][CH2:10][C:11]([C:13]1[CH:18]=[C:17]([Cl:19])[CH:16]=[CH:15][C:14]=1[O:20][CH3:21])=O. The yield is 0.490. The catalyst is CN(C)C1C=CN=CC=1.C(Cl)Cl. (5) The product is [CH3:23][C:19]1([CH3:24])[CH2:18][C:17]2([CH2:25][CH2:26][CH2:27][N:15]([CH:12]3[CH2:11][CH2:10][N:9]([C:7]([C:6]4[C:5]5[CH:28]=[CH:29][CH:30]=[CH:31][C:4]=5[S:3][C:2]=4[NH:1][C:32]([NH:34][CH3:37])=[O:41])=[O:8])[CH2:14][CH2:13]3)[CH2:16]2)[C:21](=[O:22])[O:20]1. The catalyst is O1CCCC1. The reactants are [NH2:1][C:2]1[S:3][C:4]2[CH:31]=[CH:30][CH:29]=[CH:28][C:5]=2[C:6]=1[C:7]([N:9]1[CH2:14][CH2:13][CH:12]([N:15]2[CH2:27][CH2:26][CH2:25][C:17]3([C:21](=[O:22])[O:20][C:19]([CH3:24])([CH3:23])[CH2:18]3)[CH2:16]2)[CH2:11][CH2:10]1)=[O:8].[CH2:32]([N:34]([CH2:37]C)CC)C.ClC(OC1C=CC([N+]([O-])=O)=CC=1)=[O:41].CN.O1CCCC1.C(=O)([O-])O.[Na+]. The yield is 0.180. (6) The reactants are [Cl:1][C:2]1[CH:3]=[CH:4][C:5]([F:18])=[C:6]([C:8]2[N:9]=[C:10](O)[C:11]3[O:16][CH2:15][CH2:14][C:12]=3[N:13]=2)[CH:7]=1.C([O-])(O)=O.[Na+].O=P(Cl)(Cl)[Cl:26]. The catalyst is C(Cl)Cl. The product is [Cl:26][C:10]1[C:11]2[O:16][CH2:15][CH2:14][C:12]=2[N:13]=[C:8]([C:6]2[CH:7]=[C:2]([Cl:1])[CH:3]=[CH:4][C:5]=2[F:18])[N:9]=1. The yield is 0.730.